From a dataset of NCI-60 drug combinations with 297,098 pairs across 59 cell lines. Regression. Given two drug SMILES strings and cell line genomic features, predict the synergy score measuring deviation from expected non-interaction effect. (1) Drug 1: CC12CCC3C(C1CCC2=O)CC(=C)C4=CC(=O)C=CC34C. Drug 2: CC1C(C(CC(O1)OC2CC(CC3=C2C(=C4C(=C3O)C(=O)C5=CC=CC=C5C4=O)O)(C(=O)C)O)N)O. Cell line: UACC62. Synergy scores: CSS=65.2, Synergy_ZIP=1.70, Synergy_Bliss=3.70, Synergy_Loewe=-9.65, Synergy_HSA=3.98. (2) Drug 1: CCC(=C(C1=CC=CC=C1)C2=CC=C(C=C2)OCCN(C)C)C3=CC=CC=C3.C(C(=O)O)C(CC(=O)O)(C(=O)O)O. Drug 2: CC=C1C(=O)NC(C(=O)OC2CC(=O)NC(C(=O)NC(CSSCCC=C2)C(=O)N1)C(C)C)C(C)C. Cell line: 786-0. Synergy scores: CSS=7.78, Synergy_ZIP=-1.06, Synergy_Bliss=1.03, Synergy_Loewe=-9.44, Synergy_HSA=0.0126. (3) Drug 1: C1CC(C1)(C(=O)O)C(=O)O.[NH2-].[NH2-].[Pt+2]. Drug 2: CN(CCCl)CCCl.Cl. Cell line: SK-MEL-5. Synergy scores: CSS=18.4, Synergy_ZIP=-10.3, Synergy_Bliss=-1.66, Synergy_Loewe=-2.72, Synergy_HSA=0.854. (4) Drug 1: C1=CC(=C2C(=C1NCCNCCO)C(=O)C3=C(C=CC(=C3C2=O)O)O)NCCNCCO. Drug 2: C1=CC=C(C=C1)NC(=O)CCCCCCC(=O)NO. Cell line: SNB-75. Synergy scores: CSS=59.6, Synergy_ZIP=-2.78, Synergy_Bliss=-0.620, Synergy_Loewe=1.38, Synergy_HSA=2.52. (5) Drug 1: CC1C(C(CC(O1)OC2CC(CC3=C2C(=C4C(=C3O)C(=O)C5=C(C4=O)C(=CC=C5)OC)O)(C(=O)C)O)N)O.Cl. Drug 2: C#CCC(CC1=CN=C2C(=N1)C(=NC(=N2)N)N)C3=CC=C(C=C3)C(=O)NC(CCC(=O)O)C(=O)O. Cell line: UACC62. Synergy scores: CSS=10.8, Synergy_ZIP=-4.78, Synergy_Bliss=3.59, Synergy_Loewe=-1.43, Synergy_HSA=4.49.